This data is from Peptide-MHC class I binding affinity with 185,985 pairs from IEDB/IMGT. The task is: Regression. Given a peptide amino acid sequence and an MHC pseudo amino acid sequence, predict their binding affinity value. This is MHC class I binding data. The peptide sequence is DGAEGINPY. The MHC is HLA-A03:01 with pseudo-sequence HLA-A03:01. The binding affinity (normalized) is 0.0847.